From a dataset of Forward reaction prediction with 1.9M reactions from USPTO patents (1976-2016). Predict the product of the given reaction. (1) Given the reactants [Cl:1][C:2]1[CH:7]=[CH:6][C:5]([C:8]([F:11])([F:10])[F:9])=[CH:4][C:3]=1[S:12]([NH:15][C@@H:16]1[CH2:20][CH2:19][N:18]([C:21](OC(C)(C)C)=O)[CH2:17]1)(=[O:14])=[O:13].C([O-])([O-])=O.[K+].[K+].[CH2:34](Br)[C:35]1[CH:40]=[CH:39][CH:38]=[CH:37][CH:36]=1.C1C=CC(P(C2C=CC=CC=2)C2C=CC=CC=2)=CC=1.CC[N:63](C(C)C)C(C)C.BrC#N.C(O)C(N)(CO)CO, predict the reaction product. The product is: [Cl:1][C:2]1[CH:7]=[CH:6][C:5]([C:8]([F:10])([F:11])[F:9])=[CH:4][C:3]=1[S:12]([N:15]([C@@H:16]1[CH2:20][CH2:19][N:18]([C:21]#[N:63])[CH2:17]1)[CH2:34][C:35]1[CH:40]=[CH:39][CH:38]=[CH:37][CH:36]=1)(=[O:13])=[O:14]. (2) Given the reactants [CH3:1][C:2]1[CH:7]=[CH:6][C:5]([C:8]2[C:16]3[O:15][CH:14]([CH2:17]OS(C4C=CC(C)=CC=4)(=O)=O)[CH2:13][C:12]=3[CH:11]=[C:10]([C:29]3[CH:34]=[CH:33][CH:32]=[CH:31][CH:30]=3)[CH:9]=2)=[CH:4][CH:3]=1.[CH3:35][NH2:36], predict the reaction product. The product is: [CH3:1][C:2]1[CH:7]=[CH:6][C:5]([C:8]2[C:16]3[O:15][CH:14]([CH2:17][NH:36][CH3:35])[CH2:13][C:12]=3[CH:11]=[C:10]([C:29]3[CH:34]=[CH:33][CH:32]=[CH:31][CH:30]=3)[CH:9]=2)=[CH:4][CH:3]=1. (3) Given the reactants [CH2:1]([C:3]1[CH:4]=[C:5]2[C:10](=[CH:11][C:12]=1[OH:13])[O:9][CH:8]=[C:7]([C:14]1[CH:19]=[CH:18][CH:17]=[CH:16][CH:15]=1)[C:6]2=O)[CH3:2].O.[NH2:22][NH2:23], predict the reaction product. The product is: [CH2:1]([C:3]1[CH:4]=[C:5]([C:6]2[C:7]([C:14]3[CH:19]=[CH:18][CH:17]=[CH:16][CH:15]=3)=[CH:8][NH:23][N:22]=2)[C:10]([OH:9])=[CH:11][C:12]=1[OH:13])[CH3:2].